From a dataset of Reaction yield outcomes from USPTO patents with 853,638 reactions. Predict the reaction yield, written as a fraction of the theoretical maximum amount of product (1.0 means a 100% yield; for example, 0.34 means a 34% yield). The reactants are C[O:2][C:3]([C:5]1[C:13]2[C:8](=[C:9]([CH3:15])[CH:10]=[CH:11][C:12]=2[F:14])[N:7]([CH2:16][CH2:17][O:18][C:19]([F:22])([F:21])[F:20])[CH:6]=1)=[O:4]. The catalyst is CO.[OH-].[Na+]. The product is [F:14][C:12]1[CH:11]=[CH:10][C:9]([CH3:15])=[C:8]2[C:13]=1[C:5]([C:3]([OH:4])=[O:2])=[CH:6][N:7]2[CH2:16][CH2:17][O:18][C:19]([F:22])([F:21])[F:20]. The yield is 0.880.